This data is from Peptide-MHC class II binding affinity with 134,281 pairs from IEDB. The task is: Regression. Given a peptide amino acid sequence and an MHC pseudo amino acid sequence, predict their binding affinity value. This is MHC class II binding data. (1) The peptide sequence is TILIKKYNLNRAMML. The MHC is DRB1_0901 with pseudo-sequence DRB1_0901. The binding affinity (normalized) is 0.974. (2) The peptide sequence is AFDVAATAANAAPAN. The MHC is DRB1_0802 with pseudo-sequence DRB1_0802. The binding affinity (normalized) is 0.448. (3) The binding affinity (normalized) is 0.680. The peptide sequence is WNSGNEWITDFAGKT. The MHC is DRB3_0101 with pseudo-sequence DRB3_0101. (4) The peptide sequence is LKDEAYFAANAAAQA. The MHC is DRB4_0101 with pseudo-sequence DRB4_0103. The binding affinity (normalized) is 0.136. (5) The peptide sequence is PRCWLIRNGSYLNTS. The MHC is DRB1_1101 with pseudo-sequence DRB1_1101. The binding affinity (normalized) is 0.616. (6) The peptide sequence is MLNIMNRRKRSVTML. The MHC is DRB1_0802 with pseudo-sequence DRB1_0802. The binding affinity (normalized) is 0.628. (7) The peptide sequence is KQQGIRYANPIAFFR. The MHC is DRB1_0901 with pseudo-sequence DRB1_0901. The binding affinity (normalized) is 0.738.